Dataset: NCI-60 drug combinations with 297,098 pairs across 59 cell lines. Task: Regression. Given two drug SMILES strings and cell line genomic features, predict the synergy score measuring deviation from expected non-interaction effect. (1) Drug 1: CC1C(C(CC(O1)OC2CC(OC(C2O)C)OC3=CC4=CC5=C(C(=O)C(C(C5)C(C(=O)C(C(C)O)O)OC)OC6CC(C(C(O6)C)O)OC7CC(C(C(O7)C)O)OC8CC(C(C(O8)C)O)(C)O)C(=C4C(=C3C)O)O)O)O. Drug 2: CCCCC(=O)OCC(=O)C1(CC(C2=C(C1)C(=C3C(=C2O)C(=O)C4=C(C3=O)C=CC=C4OC)O)OC5CC(C(C(O5)C)O)NC(=O)C(F)(F)F)O. Cell line: HCC-2998. Synergy scores: CSS=74.3, Synergy_ZIP=1.22, Synergy_Bliss=-0.919, Synergy_Loewe=-0.911, Synergy_HSA=0.634. (2) Drug 1: C1=CC(=CC=C1CC(C(=O)O)N)N(CCCl)CCCl.Cl. Drug 2: C1C(C(OC1N2C=NC(=NC2=O)N)CO)O. Cell line: KM12. Synergy scores: CSS=-11.6, Synergy_ZIP=-4.69, Synergy_Bliss=-17.0, Synergy_Loewe=-14.9, Synergy_HSA=-14.6. (3) Drug 1: C1CC(C1)(C(=O)O)C(=O)O.[NH2-].[NH2-].[Pt+2]. Drug 2: C1=CC=C(C(=C1)C(C2=CC=C(C=C2)Cl)C(Cl)Cl)Cl. Cell line: NCI/ADR-RES. Synergy scores: CSS=5.16, Synergy_ZIP=-0.778, Synergy_Bliss=-2.68, Synergy_Loewe=-5.16, Synergy_HSA=-4.05. (4) Drug 1: CC1=C(C=C(C=C1)NC2=NC=CC(=N2)N(C)C3=CC4=NN(C(=C4C=C3)C)C)S(=O)(=O)N.Cl. Drug 2: C1CNP(=O)(OC1)N(CCCl)CCCl. Cell line: KM12. Synergy scores: CSS=-1.20, Synergy_ZIP=3.17, Synergy_Bliss=3.61, Synergy_Loewe=-6.49, Synergy_HSA=-3.92. (5) Drug 1: CC12CCC3C(C1CCC2=O)CC(=C)C4=CC(=O)C=CC34C. Drug 2: C1=NC2=C(N=C(N=C2N1C3C(C(C(O3)CO)O)F)Cl)N. Cell line: OVCAR-4. Synergy scores: CSS=16.8, Synergy_ZIP=-2.15, Synergy_Bliss=-2.01, Synergy_Loewe=-5.16, Synergy_HSA=-2.05.